Dataset: Forward reaction prediction with 1.9M reactions from USPTO patents (1976-2016). Task: Predict the product of the given reaction. (1) Given the reactants [N:1]12[CH2:8][CH2:7][CH:4]([CH2:5][CH2:6]1)[C@H:3]([NH:9][C:10]([C:12]1[CH:13]=[CH:14][CH:15]=[C:16]3[O:20][C:19]([C:21]4[S:25][CH:24]=[N:23][C:22]=4[CH3:26])=[N:18][C:17]=13)=[O:11])[CH2:2]2.[ClH:27], predict the reaction product. The product is: [ClH:27].[N:1]12[CH2:8][CH2:7][CH:4]([CH2:5][CH2:6]1)[C@H:3]([NH:9][C:10]([C:12]1[CH:13]=[CH:14][CH:15]=[C:16]3[O:20][C:19]([C:21]4[S:25][CH:24]=[N:23][C:22]=4[CH3:26])=[N:18][C:17]=13)=[O:11])[CH2:2]2. (2) Given the reactants [O:1]=[S:2]1(=[O:31])[C:7]2[CH:8]=[CH:9][CH:10]=[CH:11][C:6]=2[NH:5][C:4]([C:12]2[C:13](=[O:30])[N:14]([N:23]=[CH:24][C:25]3[CH:29]=[CH:28][O:27][CH:26]=3)[C:15]3[C:20]([C:21]=2[OH:22])=[CH:19][CH:18]=[CH:17][CH:16]=3)=[N:3]1.CO.[BH4-].[Li+].Cl, predict the reaction product. The product is: [O:31]=[S:2]1(=[O:1])[C:7]2[CH:8]=[CH:9][CH:10]=[CH:11][C:6]=2[NH:5][C:4]([C:12]2[C:13](=[O:30])[N:14]([NH:23][CH2:24][C:25]3[CH:29]=[CH:28][O:27][CH:26]=3)[C:15]3[C:20]([C:21]=2[OH:22])=[CH:19][CH:18]=[CH:17][CH:16]=3)=[N:3]1. (3) Given the reactants [Cl:1][C:2]1[CH:3]=[C:4]([N:10]([CH2:17][C:18]([F:21])([F:20])[F:19])[CH:11]([CH2:15][CH3:16])[C:12]([OH:14])=O)[CH:5]=[CH:6][C:7]=1[C:8]#[N:9].[CH2:22]([NH2:24])[CH3:23], predict the reaction product. The product is: [Cl:1][C:2]1[CH:3]=[C:4]([N:10]([CH2:17][C:18]([F:21])([F:20])[F:19])[CH:11]([CH2:15][CH3:16])[C:12]([NH:24][CH2:22][CH3:23])=[O:14])[CH:5]=[CH:6][C:7]=1[C:8]#[N:9]. (4) The product is: [F:17][C:14]1[CH:15]=[CH:16][C:11]([NH:10][CH2:8][C:7]2[CH:18]=[CH:19][C:4]([N:3]([CH2:20][CH3:21])[CH2:1][CH3:2])=[N:5][CH:6]=2)=[CH:12][CH:13]=1. Given the reactants [CH2:1]([N:3]([CH2:20][CH3:21])[C:4]1[CH:19]=[CH:18][C:7]([C:8]([NH:10][C:11]2[CH:16]=[CH:15][C:14]([F:17])=[CH:13][CH:12]=2)=O)=[CH:6][N:5]=1)[CH3:2].[H-].COCCO[Al+]OCCOC.[Na+].[H-], predict the reaction product. (5) The product is: [F:29][C:23]1[CH:24]=[C:25]([I:28])[CH:26]=[CH:27][C:22]=1[NH:21][C:16]1[C:17]([C:18]([NH:41][CH2:42][CH2:43][OH:44])=[O:20])=[CH:12][N:13]([CH3:31])[C:14](=[O:30])[CH:15]=1. Given the reactants FC1C(F)=C(F)C(F)=C(F)C=1[C:12]1[N:13]([CH3:31])[C:14](=[O:30])[CH:15]=[C:16]([NH:21][C:22]2[CH:27]=[CH:26][C:25]([I:28])=[CH:24][C:23]=2[F:29])[C:17]=1[C:18]([O-:20])=O.CCN(C(C)C)C(C)C.[NH2:41][CH2:42][CH2:43][OH:44], predict the reaction product. (6) Given the reactants [NH2:1][CH2:2][C@H:3]1[N:8]([C:9]([C:11]2[N:12]=[C:13]([CH3:23])[S:14][C:15]=2[C:16]2[CH:17]=[C:18]([CH3:22])[CH:19]=[CH:20][CH:21]=2)=[O:10])[CH2:7][C@H:6]2[C@@H:4]1[CH2:5]2.[O:24]1[C:28]2[C:29]([C:33](O)=[O:34])=[CH:30][CH:31]=[CH:32][C:27]=2[CH2:26][CH2:25]1, predict the reaction product. The product is: [CH3:23][C:13]1[S:14][C:15]([C:16]2[CH:17]=[C:18]([CH3:22])[CH:19]=[CH:20][CH:21]=2)=[C:11]([C:9]([N:8]2[CH2:7][C@H:6]3[C@H:4]([CH2:5]3)[C@H:3]2[CH2:2][NH:1][C:33]([C:29]2[C:28]3[O:24][CH2:25][CH2:26][C:27]=3[CH:32]=[CH:31][CH:30]=2)=[O:34])=[O:10])[N:12]=1.